Task: Predict which catalyst facilitates the given reaction.. Dataset: Catalyst prediction with 721,799 reactions and 888 catalyst types from USPTO (1) Reactant: CON(C)[C:4](=[O:18])[C@@H:5]([NH:7][C:8](=[O:17])[O:9][CH2:10][C:11]1[CH:16]=[CH:15][CH:14]=[CH:13][CH:12]=1)[CH3:6].[CH3:20][Mg]Br.C1COCC1.C1(C)C=CC=CC=1.O. Product: [O:18]=[C:4]([CH3:20])[C@@H:5]([NH:7][C:8](=[O:17])[O:9][CH2:10][C:11]1[CH:12]=[CH:13][CH:14]=[CH:15][CH:16]=1)[CH3:6]. The catalyst class is: 1. (2) Reactant: COC[O:4][C:5]1[CH:10]=[C:9]([O:11]COC)[CH:8]=[CH:7][C:6]=1[CH:15]1[CH2:20][CH2:19][CH2:18][CH:17]([NH:21][S:22]([CH3:25])(=[O:24])=[O:23])[CH2:16]1. Product: [OH:4][C:5]1[CH:10]=[C:9]([OH:11])[CH:8]=[CH:7][C:6]=1[CH:15]1[CH2:20][CH2:19][CH2:18][CH:17]([NH:21][S:22]([CH3:25])(=[O:24])=[O:23])[CH2:16]1. The catalyst class is: 5. (3) The catalyst class is: 90. Product: [CH3:28][C:20]1[N:21]=[C:22]([NH:24][C:25](=[O:27])[CH3:26])[S:23][C:19]=1[C:14]1[N:15]=[N:16][C:17]([Cl:18])=[C:12]([NH:11][S:35]([C:29]2[CH:34]=[CH:33][CH:32]=[CH:31][CH:30]=2)(=[O:37])=[O:36])[CH:13]=1. Reactant: C[Si](C)(C)N[Si](C)(C)C.[Li].[NH2:11][C:12]1[CH:13]=[C:14]([C:19]2[S:23][C:22]([NH:24][C:25](=[O:27])[CH3:26])=[N:21][C:20]=2[CH3:28])[N:15]=[N:16][C:17]=1[Cl:18].[C:29]1([S:35](Cl)(=[O:37])=[O:36])[CH:34]=[CH:33][CH:32]=[CH:31][CH:30]=1.